This data is from Reaction yield outcomes from USPTO patents with 853,638 reactions. The task is: Predict the reaction yield, written as a fraction of the theoretical maximum amount of product (1.0 means a 100% yield; for example, 0.34 means a 34% yield). (1) The reactants are [I:1][C:2]1[CH:3]=[C:4]([CH:6]=[CH:7][CH:8]=1)[NH2:5].[Br:9][CH2:10][C:11](Br)=[O:12].CCN(CC)CC. The catalyst is C(Cl)Cl. The product is [Br:9][CH2:10][C:11]([NH:5][C:4]1[CH:6]=[CH:7][CH:8]=[C:2]([I:1])[CH:3]=1)=[O:12]. The yield is 0.830. (2) The reactants are [CH3:1][O:2][C:3]1[CH:8]=[C:7]([N+:9]([O-])=O)[CH:6]=[CH:5][C:4]=1[N:12]1[CH:16]=[C:15]([CH2:17][OH:18])[N:14]=[CH:13]1. The catalyst is C(OCC)(=O)C.CO.C(=O)([O-])O.[Na+]. The product is [NH2:9][C:7]1[CH:6]=[CH:5][C:4]([N:12]2[CH:16]=[C:15]([CH2:17][OH:18])[N:14]=[CH:13]2)=[C:3]([O:2][CH3:1])[CH:8]=1. The yield is 0.710. (3) The reactants are C(N(C(C)C)CC)(C)C.FC(F)(F)C(O)=O.[CH3:17][O:18][C:19](=[O:38])[CH2:20][C:21]1[CH:30]=[C:29]([CH:31]2[CH2:36][CH2:35][NH:34][CH2:33][CH2:32]2)[C:28]2[C:23](=[CH:24][CH:25]=[C:26]([F:37])[CH:27]=2)[CH:22]=1.[Cl:39][C:40]1[CH:45]=[CH:44][CH:43]=[CH:42][C:41]=1[S:46](Cl)(=[O:48])=[O:47]. The catalyst is O1CCCC1. The product is [CH3:17][O:18][C:19](=[O:38])[CH2:20][C:21]1[CH:30]=[C:29]([CH:31]2[CH2:36][CH2:35][N:34]([S:46]([C:41]3[CH:42]=[CH:43][CH:44]=[CH:45][C:40]=3[Cl:39])(=[O:48])=[O:47])[CH2:33][CH2:32]2)[C:28]2[C:23](=[CH:24][CH:25]=[C:26]([F:37])[CH:27]=2)[CH:22]=1. The yield is 0.550. (4) The reactants are [O:1]1[C:5]2([CH2:10][CH2:9][N:8]([C:11]3[CH:18]=[CH:17][C:14]([CH:15]=O)=[CH:13][CH:12]=3)[CH2:7][CH2:6]2)[O:4][CH2:3][CH2:2]1.[S:19]1[CH2:25][C:23](=[O:24])[NH:22][C:20]1=[S:21].NCCC(O)=O. The catalyst is C(O)(=O)C. The product is [O:1]1[C:5]2([CH2:10][CH2:9][N:8]([C:11]3[CH:18]=[CH:17][C:14]([CH:15]=[C:25]4[S:19][C:20](=[S:21])[NH:22][C:23]4=[O:24])=[CH:13][CH:12]=3)[CH2:7][CH2:6]2)[O:4][CH2:3][CH2:2]1. The yield is 0.660. (5) The reactants are [F:1][C:2]([F:17])([F:16])[O:3][C:4]1[CH:15]=[CH:14][C:7]([CH:8]=[C:9]([C:12]#[N:13])[C:10]#[N:11])=[CH:6][CH:5]=1.[BH4-].[Na+].Cl. The catalyst is O1CCCC1.C(O)C. The product is [F:1][C:2]([F:16])([F:17])[O:3][C:4]1[CH:5]=[CH:6][C:7]([CH2:8][CH:9]([C:12]#[N:13])[C:10]#[N:11])=[CH:14][CH:15]=1. The yield is 0.830. (6) The reactants are [NH2:1][C:2]1[CH:14]=[C:13]2[C:5]([C:6]3[C:7]([C:18]4[CH:23]=[CH:22][CH:21]=[C:20]([NH:24][C:25]([C:27]5[N:28]([CH3:32])[CH:29]=[CH:30][N:31]=5)=[O:26])[C:19]=4[CH3:33])=[CH:8][CH:9]=[C:10]([C:15]([NH2:17])=[O:16])[C:11]=3[NH:12]2)=[CH:4][CH:3]=1.[N:34]([CH:37]([CH3:39])[CH3:38])=[C:35]=[O:36]. The catalyst is ClCCCl. The product is [CH:37]([NH:34][C:35](=[O:36])[NH:1][C:2]1[CH:14]=[C:13]2[C:5]([C:6]3[C:7]([C:18]4[CH:23]=[CH:22][CH:21]=[C:20]([NH:24][C:25]([C:27]5[N:28]([CH3:32])[CH:29]=[CH:30][N:31]=5)=[O:26])[C:19]=4[CH3:33])=[CH:8][CH:9]=[C:10]([C:15]([NH2:17])=[O:16])[C:11]=3[NH:12]2)=[CH:4][CH:3]=1)([CH3:39])[CH3:38]. The yield is 0.430.